From a dataset of Experimentally validated miRNA-target interactions with 360,000+ pairs, plus equal number of negative samples. Binary Classification. Given a miRNA mature sequence and a target amino acid sequence, predict their likelihood of interaction. (1) The miRNA is hsa-miR-17-5p with sequence CAAAGUGCUUACAGUGCAGGUAG. The protein sequence of the target gene is MGTVPDPLRSAKTSLIAASGKEDDLGEPQAASPRHRPALLCKNANGFSGAPAEPDLSPRAAAEALMQVCEHETTQPDMSSPGVFNEVQKAPATFNSPGNPQLPGSSQPAASAPSSAAGRDLIHTPLTMPANQHTCQSIPGDQPNAITSSMPEDSLMRSQRTSNREQPEKPSCPVGGVLSSSKDQVSCEFPSPETIQGTVQTPVTAARVVSHSSSPVGGPEGERQGAICDSEMRSCKPLTRESGCSENKQPSVTASGPQGTTSVTPQPTPLTSEPSACPPGPEKVPLPAQRQMSRFKEAST.... Result: 1 (interaction). (2) The miRNA is mmu-miR-6970-3p with sequence UCACGCCACCCACCCUGUGCU. The protein sequence of the target gene is MAAPWWRAALCECRRWRGFSTSAVLGRRTPPLGPMPNSDIDLSNLERLEKYRSFDRYRRRAEQEAQAPHWWRTYREYFGEKTDPKEKIDIGLPPPKVSRTQQLLERKQAIQELRANVEEERAARLRTASVPLDAVRAEWERTCGPYHKQRLAEYYGLYRDLFHGATFVPRVPLHVAYAVGEDDLMPVYCGNEVTPTEAAQAPEVTYEAEEGSLWTLLLTSLDGHLLEPDAEYLHWLLTNIPGNRVAEGQVTCPYLPPFPARGSGIHRLAFLLFKQDQPIDFSEDARPSPCYQLAQRTFRT.... Result: 0 (no interaction). (3) The miRNA is mmu-let-7d-5p with sequence AGAGGUAGUAGGUUGCAUAGUU. The protein sequence of the target gene is MPAALVENSQVICEVWASNLEEEMRKIREIVLSYSYIAMDTEFPGVVVRPIGEFRSSIDYQYQLLRCNVDLLKIIQLGLTFTNEKGEYPSGINTWQFNFKFNLTEDMYSQDSIDLLANSGLQFQKHEEEGIDTLHFAELLMTSGVVLCDNVKWLSFHSGYDFGYMVKLLTDSRLPEEEHEFFHILNLFFPSIYDVKYLMKSCKNLKGGLQEVADQLDLQRIGRQHQAGSDSLLTGMAFFRMKELFFEDSIDDAKYCGRLYGLGTGVAQKQNEDVDCAQEKMSILAMINNMQQ. Result: 0 (no interaction). (4) The miRNA is mmu-miR-344e-3p with sequence GAUAUAACCAAAGCCUGACUAU. The protein sequence of the target gene is MESLMASSTLPPLFADEDGSKESNDLATSGLTHPEGPYGSAATSTTNPEFVEDLSQGQLLQSEASNAVEGNEQRPEDEQRSKRGGWSKGRKRKKPLRDSNAPKSPLTGYVRFMNERREQLRAKRPEVPFPEITRMLGNEWSKLPPEEKQRYLDEADRDKERYMKELEQYQKTEAYKVFSRKTQDRQKGKSHRQDAARQATHDHEKETEVKERSVFDIPIFTEEFLNHSKAREAELRQLRKSNMEFEERNAALQKHVESMRTAVEKLEVDVIQERSRNTVLQQHLETLRQMLTSSFASMPL.... Result: 0 (no interaction). (5) The miRNA is mmu-miR-599 with sequence UUGUGUCAGUUUAUCAAAC. The protein sequence of the target gene is MSTQRLRNEDYHDYSSTDVSPEESPSEGLGSFSPGSYQRLGENSSMTWFQTLIHLLKGNIGTGLLGLPLAVKNAGLLLGPLSLLVIGIVAVHCMGILVKCAHHLCRRLNKPFLDYGDTVMYGLECSPSTWVRNHSHWGRRIVDFFLIVTQLGFCCVYFVFLADNFKQVIEAANGTTTNCNNNVTVIPTPTMDSRLYMLSFLPFLVLLSFIRNLRVLSIFSLLANISMFVSLIMIYQFIVQRIPDPSHLPLVAPWKTYPLFFGTAIFAFEGIGVVLPLENKMKDSQKFPLILYLGMAIITV.... Result: 0 (no interaction).